From a dataset of Full USPTO retrosynthesis dataset with 1.9M reactions from patents (1976-2016). Predict the reactants needed to synthesize the given product. Given the product [CH3:7][O:6][C:4](=[O:5])[C:3]1[C:2]([OH:1])=[CH:11][CH:10]=[CH:9][C:8]=1[O:12][CH2:24][CH2:23][CH2:22][CH2:21][NH:20][C:13]([O:15][C:16]([CH3:17])([CH3:19])[CH3:18])=[O:14], predict the reactants needed to synthesize it. The reactants are: [OH:1][C:2]1[CH:11]=[CH:10][CH:9]=[C:8]([OH:12])[C:3]=1[C:4]([O:6][CH3:7])=[O:5].[C:13]([NH:20][CH2:21][CH2:22][CH2:23][CH2:24]O)([O:15][C:16]([CH3:19])([CH3:18])[CH3:17])=[O:14].C1C=CC(P(C2C=CC=CC=2)C2C=CC=CC=2)=CC=1.CCOC(/N=N/C(OCC)=O)=O.